From a dataset of Full USPTO retrosynthesis dataset with 1.9M reactions from patents (1976-2016). Predict the reactants needed to synthesize the given product. (1) Given the product [C:18]([O:17][C:15]([N:13]1[CH2:12][CH2:11][N:7]2[C:8]3[CH:9]=[CH:10][C:2]([C:46]4[C:55]([CH2:56][CH3:57])=[CH:54][C:49]([C:50]([O:52][CH3:53])=[O:51])=[C:48]([O:58][CH3:59])[N:47]=4)=[CH:3][C:4]=3[CH:5]=[C:6]2[CH2:14]1)=[O:16])([CH3:21])([CH3:20])[CH3:19], predict the reactants needed to synthesize it. The reactants are: Br[C:2]1[CH:10]=[CH:9][C:8]2[N:7]3[CH2:11][CH2:12][N:13]([C:15]([O:17][C:18]([CH3:21])([CH3:20])[CH3:19])=[O:16])[CH2:14][C:6]3=[CH:5][C:4]=2[CH:3]=1.B1(B2OC(C)(C)C(C)(C)O2)OC(C)(C)C(C)(C)O1.C([O-])(=O)C.[K+].Cl[C:46]1[C:55]([CH2:56][CH3:57])=[CH:54][C:49]([C:50]([O:52][CH3:53])=[O:51])=[C:48]([O:58][CH3:59])[N:47]=1.C([O-])([O-])=O.[K+].[K+]. (2) Given the product [NH2:1][C:2]1[N:7]([CH2:8][CH2:9][O:10][CH3:11])[C:6](=[S:12])[NH:5][C:4](=[O:13])[C:3]=1[N:14]=[O:15], predict the reactants needed to synthesize it. The reactants are: [NH2:1][C:2]1[N:7]([CH2:8][CH2:9][O:10][CH3:11])[C:6](=[S:12])[NH:5][C:4](=[O:13])[CH:3]=1.[N:14]([O-])=[O:15].[Na+].O. (3) Given the product [Cl:26][C:23]1[CH:24]=[CH:25][C:20]([CH:8]([C:5]2[CH:6]=[CH:7][C:2]([C:34]3[CH:35]=[CH:36][C:31]([C:28]([OH:30])=[O:29])=[CH:32][CH:33]=3)=[CH:3][CH:4]=2)[CH2:9]/[C:10](=[N:11]\[OH:12])/[C:13]2[CH:18]=[CH:17][N:16]=[C:15]([CH3:19])[CH:14]=2)=[C:21]([F:27])[CH:22]=1, predict the reactants needed to synthesize it. The reactants are: Br[C:2]1[CH:7]=[CH:6][C:5]([CH:8]([C:20]2[CH:25]=[CH:24][C:23]([Cl:26])=[CH:22][C:21]=2[F:27])[CH2:9]/[C:10](/[C:13]2[CH:18]=[CH:17][N:16]=[C:15]([CH3:19])[CH:14]=2)=[N:11]\[OH:12])=[CH:4][CH:3]=1.[C:28]([C:31]1[CH:36]=[CH:35][C:34](B(O)O)=[CH:33][CH:32]=1)([OH:30])=[O:29].O.C(=O)([O-])[O-].[Na+].[Na+]. (4) The reactants are: [O:1]1[C:5]2[CH:6]=[CH:7][CH:8]=[CH:9][C:4]=2[N:3]=[C:2]1[NH:10][CH2:11][CH2:12][NH:13]C(=O)OC(C)(C)C.Cl. Given the product [O:1]1[C:5]2[CH:6]=[CH:7][CH:8]=[CH:9][C:4]=2[N:3]=[C:2]1[NH:10][CH2:11][CH2:12][NH2:13], predict the reactants needed to synthesize it. (5) Given the product [Br:10][C:11]1[CH:18]=[CH:17][CH:16]=[CH:15][C:12]=1[CH2:13][NH:14][C:4](=[O:5])[CH:3]([O:8][CH3:9])[O:2][CH3:1], predict the reactants needed to synthesize it. The reactants are: [CH3:1][O:2][CH:3]([O:8][CH3:9])[C:4](OC)=[O:5].[Br:10][C:11]1[CH:18]=[CH:17][CH:16]=[CH:15][C:12]=1[CH2:13][NH2:14]. (6) Given the product [C:24]([O:23][C:18]1[CH:19]=[CH:20][CH:21]=[CH:22][C:17]=1[CH2:16][N:8]([CH2:9][C:10]1[CH:15]=[CH:14][CH:13]=[CH:12][N:11]=1)[CH2:7][CH2:6][CH2:5][CH2:4][CH2:3][CH2:2][CH:39]1[CH2:38][CH2:37][CH:36]([C:34]2[CH:33]=[CH:32][CH:48]=[CH:30][C:35]=2[O:45][CH3:42])[CH2:41][CH2:40]1)([CH3:27])([CH3:26])[CH3:25], predict the reactants needed to synthesize it. The reactants are: Br[CH2:2][CH2:3][CH2:4][CH2:5][CH2:6][CH2:7][N:8]([CH2:16][C:17]1[CH:22]=[CH:21][CH:20]=[CH:19][C:18]=1[O:23][C:24]([CH3:27])([CH3:26])[CH3:25])[CH2:9][C:10]1[CH:15]=[CH:14][CH:13]=[CH:12][N:11]=1.CO[CH:30]1[CH2:35][CH:34]([C:36]2[CH:41]=[CH:40][CH:39]=[CH:38][CH:37]=2)[CH2:33][CH2:32]N1.[C:42]([O-:45])([O-])=O.[K+].[K+].[CH3:48]C#N. (7) Given the product [CH2:1]([N:8]1[CH2:12][CH2:11][CH:10]([N:13]2[C:17]([C:18]3[CH:23]=[CH:22][CH:21]=[CH:20][CH:19]=3)=[C:16]([C:24]([OH:26])=[O:25])[N:15]=[CH:14]2)[CH2:9]1)[C:2]1[CH:7]=[CH:6][CH:5]=[CH:4][CH:3]=1, predict the reactants needed to synthesize it. The reactants are: [CH2:1]([N:8]1[CH2:12][CH2:11][CH:10]([N:13]2[C:17]([C:18]3[CH:23]=[CH:22][CH:21]=[CH:20][CH:19]=3)=[C:16]([C:24]([O:26]C)=[O:25])[N:15]=[CH:14]2)[CH2:9]1)[C:2]1[CH:7]=[CH:6][CH:5]=[CH:4][CH:3]=1.O.[OH-].[Li+]. (8) Given the product [CH3:5][O:6][C:7]1[CH:12]=[CH:11][CH:10]=[CH:9][C:8]=1[CH:13]([C:2]1[CH:1]=[CH:9][C:8]2[C:35](=[CH:34][CH:38]=[CH:12][CH:7]=2)[C:36]=1[NH2:33])[C:14]1([C:17]([F:18])([F:19])[F:20])[CH2:16][O:15]1, predict the reactants needed to synthesize it. The reactants are: [CH2:1]([Mg]Br)[CH3:2].[CH3:5][O:6][C:7]1[CH:12]=[CH:11][CH:10]=[CH:9][C:8]=1[CH:13](C1C2C=CC=C(N)C=2C=CC=1)[C:14]1([C:17]([F:20])([F:19])[F:18])[CH2:16][O:15]1.[Cl-].[NH4+:33].[CH2:34]1[CH2:38]O[CH2:36][CH2:35]1. (9) Given the product [Br:1][C:2]1[C:3]([N:8]2[CH2:9][CH:10]([CH2:14][OH:15])[CH2:11][C:12]2=[O:13])=[N:4][N:5]([CH3:7])[CH:6]=1, predict the reactants needed to synthesize it. The reactants are: [Br:1][C:2]1[C:3]([N:8]2[C:12](=[O:13])[CH2:11][CH:10]([C:14](O)=[O:15])[CH2:9]2)=[N:4][N:5]([CH3:7])[CH:6]=1.B.C1COCC1. (10) Given the product [F:17][C:2]1([F:1])[O:6][C:5]2[CH:7]=[CH:8][C:9]([C:11]3([C:14]([NH:42][C@H:43]4[CH2:48][C:47]([CH3:50])([CH3:49])[O:46][C@@H:45]([C:51]5[CH:60]=[CH:59][C:54]([C:55]([O:57][CH3:58])=[O:56])=[CH:53][CH:52]=5)[CH2:44]4)=[O:16])[CH2:12][CH2:13]3)=[CH:10][C:4]=2[O:3]1, predict the reactants needed to synthesize it. The reactants are: [F:1][C:2]1([F:17])[O:6][C:5]2[CH:7]=[CH:8][C:9]([C:11]3([C:14]([OH:16])=O)[CH2:13][CH2:12]3)=[CH:10][C:4]=2[O:3]1.F[P-](F)(F)(F)(F)F.CN(C(N(C)C)=[N+]1C2C(=NC=CC=2)[N+]([O-])=N1)C.[NH2:42][C@H:43]1[CH2:48][C:47]([CH3:50])([CH3:49])[O:46][C@@H:45]([C:51]2[CH:60]=[CH:59][C:54]([C:55]([O:57][CH3:58])=[O:56])=[CH:53][CH:52]=2)[CH2:44]1.C(N(C(C)C)C(C)C)C.